This data is from Catalyst prediction with 721,799 reactions and 888 catalyst types from USPTO. The task is: Predict which catalyst facilitates the given reaction. (1) The catalyst class is: 1. Reactant: Br[Zn][CH2:3][C:4]([O:6][CH2:7][CH3:8])=[O:5].[CH3:9][C:10]1[C:11](=[O:20])[C:12]([CH3:19])=[C:13]([CH3:18])[C:14](=[O:17])[C:15]=1[CH3:16].Cl.C(OCC)(=O)C. Product: [OH:20][C:11]1([CH2:3][C:4]([O:6][CH2:7][CH3:8])=[O:5])[C:10]([CH3:9])=[C:15]([CH3:16])[C:14](=[O:17])[C:13]([CH3:18])=[C:12]1[CH3:19]. (2) Reactant: [F:1][C:2]1[CH:40]=[N:39][C:5]2[N:6]([C:30]3[CH:31]=[C:32]([CH:36]=[CH:37][CH:38]=3)[C:33]([OH:35])=O)[C:7](=[O:29])[N:8]([CH:11]3[CH2:16][CH2:15][CH:14]([NH:17][C:18]([C:20]4[N:21]=[C:22]5[CH:27]=[CH:26][CH:25]=[CH:24][N:23]5[CH:28]=4)=[O:19])[CH2:13][CH2:12]3)[C:9](=[O:10])[C:4]=2[CH:3]=1.CCN(C(C)C)C(C)C.CN(C(ON1N=NC2C=CC=NC1=2)=[N+](C)C)C.F[P-](F)(F)(F)(F)F.[NH2:74][C:75]1[CH:80]=[CH:79][CH:78]=[CH:77][CH:76]=1. Product: [NH:74]([C:33]([C:32]1[CH:31]=[C:30]([N:6]2[C:5]3[N:39]=[CH:40][C:2]([F:1])=[CH:3][C:4]=3[C:9](=[O:10])[N:8]([C@@H:11]3[CH2:12][CH2:13][C@H:14]([NH:17][C:18]([C:20]4[N:21]=[C:22]5[CH:27]=[CH:26][CH:25]=[CH:24][N:23]5[CH:28]=4)=[O:19])[CH2:15][CH2:16]3)[C:7]2=[O:29])[CH:38]=[CH:37][CH:36]=1)=[O:35])[C:75]1[CH:80]=[CH:79][CH:78]=[CH:77][CH:76]=1. The catalyst class is: 3. (3) Reactant: [Cl:1][C:2]1[C:3]([C:9]#[N:10])=[N:4][CH:5]=[C:6](Cl)[CH:7]=1.[CH3:11][O-:12].[Na+]. Product: [Cl:1][C:2]1[C:3]([C:9]#[N:10])=[N:4][CH:5]=[C:6]([O:12][CH3:11])[CH:7]=1. The catalyst class is: 288. (4) Reactant: [Si]([O:8][CH2:9][CH2:10][N:11]1[C:15]2[CH:16]=[CH:17][CH:18]=[CH:19][C:14]=2[N:13]=[C:12]1[CH:20]1[CH2:25][CH2:24][CH2:23][CH:22]([NH:26][C:27](=[O:38])[C:28]2[CH:33]=[C:32]([O:34][CH3:35])[CH:31]=[C:30]([O:36][CH3:37])[CH:29]=2)[CH2:21]1)(C(C)(C)C)(C)C.CCCC[N+](CCCC)(CCCC)CCCC.[F-]. Product: [OH:8][CH2:9][CH2:10][N:11]1[C:15]2[CH:16]=[CH:17][CH:18]=[CH:19][C:14]=2[N:13]=[C:12]1[CH:20]1[CH2:25][CH2:24][CH2:23][CH:22]([NH:26][C:27](=[O:38])[C:28]2[CH:33]=[C:32]([O:34][CH3:35])[CH:31]=[C:30]([O:36][CH3:37])[CH:29]=2)[CH2:21]1. The catalyst class is: 1. (5) Reactant: [CH3:1][S:2]([C:5]1[CH:23]=[CH:22][C:8]([O:9][C:10]2[CH:11]=[C:12]([O:17][CH2:18][CH2:19][O:20][CH3:21])[C:13]([NH2:16])=[N:14][CH:15]=2)=[CH:7][CH:6]=1)(=[O:4])=[O:3].C1N=C[N:26]([C:29](N2C=NC=C2)=[S:30])C=1.[NH4+].[OH-].O. Product: [CH3:1][S:2]([C:5]1[CH:23]=[CH:22][C:8]([O:9][C:10]2[CH:11]=[C:12]([O:17][CH2:18][CH2:19][O:20][CH3:21])[C:13]([NH:16][C:29]([NH2:26])=[S:30])=[N:14][CH:15]=2)=[CH:7][CH:6]=1)(=[O:4])=[O:3]. The catalyst class is: 1. (6) Reactant: [Br:1][CH2:2][CH2:3][CH2:4][CH2:5]/[CH:6]=[CH:7]\[CH:8]=[CH:9]/[CH2:10][CH2:11][CH2:12][CH2:13]Br.[CH:15]1[C:24]2[CH2:23][CH2:22][CH2:21][CH2:20][C:19]=2[CH:18]=[CH:17][N:16]=1. Product: [Br-:1].[Br-:1].[CH2:2]([N+:16]1[CH:17]=[CH:18][C:19]2[CH2:20][CH2:21][CH2:22][CH2:23][C:24]=2[CH:15]=1)[CH2:3][CH2:4][CH2:5]/[CH:6]=[CH:7]\[CH:8]=[CH:9]/[CH2:10][CH2:11][CH2:12][CH2:13][N+:16]1[CH:17]=[CH:18][C:19]2[CH2:20][CH2:21][CH2:22][CH2:23][C:24]=2[CH:15]=1. The catalyst class is: 10. (7) Reactant: [CH3:1][C:2]1[C:3]([N+:13]([O-])=O)=[CH:4][C:5]([NH:9][C:10](=[O:12])[CH3:11])=[N+:6]([O-])[CH:7]=1.[H][H]. Product: [NH2:13][C:3]1[C:2]([CH3:1])=[CH:7][N:6]=[C:5]([NH:9][C:10](=[O:12])[CH3:11])[CH:4]=1. The catalyst class is: 105. (8) Reactant: [F:1][C:2]([F:19])([F:18])[C:3]1[CH:4]=[C:5]([CH:15]=[CH:16][CH:17]=1)[CH2:6][O:7][N:8]=[C:9]1[CH2:14][CH2:13][NH:12][CH2:11][CH2:10]1.Cl[CH2:21][CH2:22][S:23](Cl)(=[O:25])=[O:24].C(N(CC)CC)C.C([O-])(O)=O.[Na+]. Product: [F:19][C:2]([F:1])([F:18])[C:3]1[CH:4]=[C:5]([CH:15]=[CH:16][CH:17]=1)[CH2:6][O:7][N:8]=[C:9]1[CH2:14][CH2:13][N:12]([S:23]([CH:22]=[CH2:21])(=[O:25])=[O:24])[CH2:11][CH2:10]1. The catalyst class is: 4.